This data is from Full USPTO retrosynthesis dataset with 1.9M reactions from patents (1976-2016). The task is: Predict the reactants needed to synthesize the given product. (1) Given the product [O:16]=[C:12]1[CH2:13][CH2:14][CH2:15][N:10]([C:27]([O:29][C:30]([CH3:31])([CH3:32])[CH3:33])=[O:28])[CH2:11]1, predict the reactants needed to synthesize it. The reactants are: O.Cl.C([N:10]1[CH2:15][CH2:14][CH2:13][C:12](=[O:16])[CH2:11]1)C1C=CC=CC=1.[H][H].[C:30]([O:29][C:27](O[C:27]([O:29][C:30]([CH3:33])([CH3:32])[CH3:31])=[O:28])=[O:28])([CH3:33])([CH3:32])[CH3:31].C(=O)(O)[O-].[Na+]. (2) The reactants are: [F:1][CH:2]1[CH2:5][NH:4][CH2:3]1.[H-].[Na+].[C:8]([C:10]1[CH:11]=[C:12]([C:17]2[O:21][N:20]=[C:19]([C:22]3[CH:39]=[CH:38][C:25]4[CH2:26][CH2:27][N:28]([C:31]([O:33][C:34]([CH3:37])([CH3:36])[CH3:35])=[O:32])[CH2:29][CH2:30][C:24]=4[CH:23]=3)[N:18]=2)[CH:13]=[CH:14][C:15]=1F)#[N:9]. Given the product [C:8]([C:10]1[CH:11]=[C:12]([C:17]2[O:21][N:20]=[C:19]([C:22]3[CH:39]=[CH:38][C:25]4[CH2:26][CH2:27][N:28]([C:31]([O:33][C:34]([CH3:35])([CH3:36])[CH3:37])=[O:32])[CH2:29][CH2:30][C:24]=4[CH:23]=3)[N:18]=2)[CH:13]=[CH:14][C:15]=1[N:4]1[CH2:5][CH:2]([F:1])[CH2:3]1)#[N:9], predict the reactants needed to synthesize it. (3) The reactants are: [Cl:1][C:2]1[N:7]=[C:6](Cl)[C:5]([CH3:9])=[CH:4][N:3]=1.[O:10]1[CH2:14][CH2:13][CH2:12][CH:11]1[CH2:15][NH2:16].C(N(CC)CC)C. Given the product [Cl:1][C:2]1[N:7]=[C:6]([NH:16][CH2:15][CH:11]2[CH2:12][CH2:13][CH2:14][O:10]2)[C:5]([CH3:9])=[CH:4][N:3]=1, predict the reactants needed to synthesize it. (4) Given the product [NH:1]1[C:9]2[C:4](=[CH:5][CH:6]=[CH:7][CH:8]=2)[C:3]([C:29](=[O:30])[CH2:28][C:22]2[CH:27]=[CH:26][CH:25]=[CH:24][CH:23]=2)=[CH:2]1, predict the reactants needed to synthesize it. The reactants are: [NH:1]1[C:9]2[C:4](=[CH:5][CH:6]=[CH:7][CH:8]=2)[CH:3]=[CH:2]1.[Cl-].C([Al+]CC)C.CCCCCC.[C:22]1([CH2:28][C:29](Cl)=[O:30])[CH:27]=[CH:26][CH:25]=[CH:24][CH:23]=1. (5) Given the product [S:1]1[C:5]2[CH2:6][CH2:7][CH2:8][C:4]=2[N:3]=[C:2]1[C:9](/[C:10](=[CH:19]/[N:20]([CH3:22])[CH3:21])/[C:11]([O:13][CH2:14][CH3:15])=[O:12])=[O:16], predict the reactants needed to synthesize it. The reactants are: [S:1]1[C:5]2[CH2:6][CH2:7][CH2:8][C:4]=2[N:3]=[C:2]1[C:9](=[O:16])[CH2:10][C:11]([O:13][CH2:14][CH3:15])=[O:12].CO[CH:19](OC)[N:20]([CH3:22])[CH3:21]. (6) Given the product [C:43](/[CH:42]=[CH:38]/[C:34]1[CH:33]=[C:32]2[C:37](=[CH:36][CH:35]=1)[C@H:28]([NH:27][C:26](=[O:40])[O:25][C:21]([CH3:24])([CH3:23])[CH3:22])[CH2:29][CH2:30][CH2:31]2)#[N:44], predict the reactants needed to synthesize it. The reactants are: C(P(=O)(OCC)OCC)#N.C[Si]([N-][Si](C)(C)C)(C)C.[Na+].[C:21]([O:25][C:26](=[O:40])[NH:27][C@H:28]1[C:37]2[C:32](=[CH:33][C:34]([CH:38]=O)=[CH:35][CH:36]=2)[CH2:31][CH2:30][CH2:29]1)([CH3:24])([CH3:23])[CH3:22].C[C:42](C)(O)[C:43]#[N:44]. (7) Given the product [NH:14]([C:9]([C:8]1[CH:7]=[CH:6][C:5]([C:3]([O:2][CH3:1])=[O:4])=[CH:13][CH:12]=1)=[O:11])[C:15]1[CH:20]=[CH:19][CH:18]=[CH:17][CH:16]=1, predict the reactants needed to synthesize it. The reactants are: [CH3:1][O:2][C:3]([C:5]1[CH:13]=[CH:12][C:8]([C:9]([OH:11])=O)=[CH:7][CH:6]=1)=[O:4].[NH2:14][C:15]1[CH:20]=[CH:19][CH:18]=[CH:17][CH:16]=1.CCN=C=NCCCN(C)C.C(N(CC)CC)C.